This data is from Reaction yield outcomes from USPTO patents with 853,638 reactions. The task is: Predict the reaction yield, written as a fraction of the theoretical maximum amount of product (1.0 means a 100% yield; for example, 0.34 means a 34% yield). (1) The yield is 0.470. The reactants are [Si]([O:8][C:9]1[CH:10]=[C:11]2[C:16](=[CH:17][CH:18]=1)[CH:15]=[C:14]([CH2:19][N:20]1[CH2:23][CH:22]([C:24]([O:26][CH3:27])=[O:25])[CH2:21]1)[CH:13]=[CH:12]2)(C(C)(C)C)(C)C.Cl.C([O-])(O)=O.[Na+]. The product is [OH:8][C:9]1[CH:10]=[C:11]2[C:16](=[CH:17][CH:18]=1)[CH:15]=[C:14]([CH2:19][N:20]1[CH2:23][CH:22]([C:24]([O:26][CH3:27])=[O:25])[CH2:21]1)[CH:13]=[CH:12]2. The catalyst is CO. (2) The reactants are [CH3:1][O:2][C:3]1[CH:4]=[C:5]2[C:10](=[CH:11][C:12]=1[O:13][CH3:14])[N:9]=[CH:8][CH:7]=[C:6]2[OH:15].C(Cl)Cl.N1C(C)=CC=CC=1C.[F:27][C:28]([F:34])([F:33])[S:29](Cl)(=[O:31])=[O:30]. The catalyst is CN(C)C1C=CN=CC=1.O. The product is [CH3:1][O:2][C:3]1[CH:4]=[C:5]2[C:10](=[CH:11][C:12]=1[O:13][CH3:14])[N:9]=[CH:8][CH:7]=[C:6]2[O:15][S:29]([C:28]([F:34])([F:33])[F:27])(=[O:31])=[O:30]. The yield is 0.800. (3) The reactants are O[C:2]1[C:10]([I:11])=[CH:9][C:5]([C:6](O)=[O:7])=[CH:4][N:3]=1.P(Cl)(Cl)([Cl:14])=O.[CH3:17][OH:18]. The catalyst is C1(C)C=CC=CC=1. The product is [CH3:17][O:18][C:6](=[O:7])[C:5]1[CH:9]=[C:10]([I:11])[C:2]([Cl:14])=[N:3][CH:4]=1. The yield is 0.370. (4) The reactants are [Cl:1][C:2]1[C:7]([C@H:8]2[CH2:12][CH2:11][CH2:10][N:9]2C(OC(C)(C)C)=O)=[CH:6][C:5]([F:20])=[CH:4][N:3]=1.[ClH:21]. The catalyst is O1CCOCC1. The product is [ClH:1].[ClH:21].[Cl:1][C:2]1[C:7]([C@H:8]2[CH2:12][CH2:11][CH2:10][NH:9]2)=[CH:6][C:5]([F:20])=[CH:4][N:3]=1. The yield is 0.800.